From a dataset of Peptide-MHC class I binding affinity with 185,985 pairs from IEDB/IMGT. Regression. Given a peptide amino acid sequence and an MHC pseudo amino acid sequence, predict their binding affinity value. This is MHC class I binding data. (1) The peptide sequence is QPSSQVSF. The MHC is Mamu-B17 with pseudo-sequence Mamu-B17. The binding affinity (normalized) is 0.107. (2) The peptide sequence is SEAREHLKNG. The MHC is HLA-B18:01 with pseudo-sequence HLA-B18:01. The binding affinity (normalized) is 0.